This data is from Reaction yield outcomes from USPTO patents with 853,638 reactions. The task is: Predict the reaction yield, written as a fraction of the theoretical maximum amount of product (1.0 means a 100% yield; for example, 0.34 means a 34% yield). (1) The reactants are [CH3:1][C@@:2]1([CH2:9][S:10](Cl)(=[O:12])=[O:11])[C:6](=[O:7])[NH:5][C:4](=[O:8])[NH:3]1.[F:14][C:15]([F:33])([F:32])[C:16]1[N:21]=[CH:20][C:19]([C:22]2[CH:23]=[C:24]3[C:29](=[CH:30][CH:31]=2)[CH2:28][NH:27][CH2:26][CH2:25]3)=[CH:18][N:17]=1.CCN(C(C)C)C(C)C. The catalyst is C1COCC1.O.[Cl-].[Na+].O. The product is [CH3:1][C@:2]1([CH2:9][S:10]([N:27]2[CH2:26][CH2:25][C:24]3[C:29](=[CH:30][CH:31]=[C:22]([C:19]4[CH:20]=[N:21][C:16]([C:15]([F:33])([F:14])[F:32])=[N:17][CH:18]=4)[CH:23]=3)[CH2:28]2)(=[O:12])=[O:11])[NH:3][C:4](=[O:8])[NH:5][C:6]1=[O:7]. The yield is 0.760. (2) The reactants are [N:1]1([CH2:6][CH2:7][O:8][C:9]2[CH:14]=[CH:13][C:12]([NH2:15])=[CH:11][CH:10]=2)[CH2:5][CH2:4][CH2:3][CH2:2]1.O[CH:17]=[C:18]1[C:26]2[C:21](=[CH:22][CH:23]=[CH:24][CH:25]=2)[NH:20][C:19]1=[O:27]. No catalyst specified. The product is [N:1]1([CH2:6][CH2:7][O:8][C:9]2[CH:10]=[CH:11][C:12]([NH:15][CH:17]=[C:18]3[C:26]4[C:21](=[CH:22][CH:23]=[CH:24][CH:25]=4)[NH:20][C:19]3=[O:27])=[CH:13][CH:14]=2)[CH2:5][CH2:4][CH2:3][CH2:2]1. The yield is 0.640.